This data is from Reaction yield outcomes from USPTO patents with 853,638 reactions. The task is: Predict the reaction yield, written as a fraction of the theoretical maximum amount of product (1.0 means a 100% yield; for example, 0.34 means a 34% yield). The reactants are [CH:1]1([OH:6])[CH2:5][CH2:4][CH2:3][CH2:2]1.F[C:8]1[C:13]([I:14])=[CH:12][CH:11]=[CH:10][N:9]=1. No catalyst specified. The product is [CH:1]1([O:6][C:8]2[C:13]([I:14])=[CH:12][CH:11]=[CH:10][N:9]=2)[CH2:5][CH2:4][CH2:3][CH2:2]1. The yield is 0.700.